Dataset: Full USPTO retrosynthesis dataset with 1.9M reactions from patents (1976-2016). Task: Predict the reactants needed to synthesize the given product. (1) The reactants are: O=S(Cl)[Cl:3].CN(C=O)C.[CH3:10][O:11][C:12]1[CH:32]=[CH:31][C:15]([CH2:16][N:17]2[CH:22]=[C:21]([CH2:23]O)[C:20]([C:25]([O:27][CH3:28])=[O:26])=[C:19]([Cl:29])[C:18]2=[O:30])=[CH:14][CH:13]=1. Given the product [CH3:10][O:11][C:12]1[CH:32]=[CH:31][C:15]([CH2:16][N:17]2[CH:22]=[C:21]([CH2:23][Cl:3])[C:20]([C:25]([O:27][CH3:28])=[O:26])=[C:19]([Cl:29])[C:18]2=[O:30])=[CH:14][CH:13]=1, predict the reactants needed to synthesize it. (2) Given the product [Cl:1][C:2]1[CH:7]=[C:6]([CH2:8][N:9]2[C:13]([CH3:14])([CH3:15])[C:12](=[O:16])[N:11]([C:17]3[CH:25]=[C:24]4[C:20]([C:21]([CH3:36])([CH3:35])[CH2:22][N:23]4[C:26](=[O:34])[CH2:27][N:28]([CH:29]4[CH2:30][CH2:31][CH2:32][CH2:33]4)[C:45](=[O:46])[O:47][C:48]([CH3:51])([CH3:50])[CH3:49])=[CH:19][CH:18]=3)[C:10]2=[O:37])[CH:5]=[CH:4][N:3]=1, predict the reactants needed to synthesize it. The reactants are: [Cl:1][C:2]1[CH:7]=[C:6]([CH2:8][N:9]2[C:13]([CH3:15])([CH3:14])[C:12](=[O:16])[N:11]([C:17]3[CH:25]=[C:24]4[C:20]([C:21]([CH3:36])([CH3:35])[CH2:22][N:23]4[C:26](=[O:34])[CH2:27][NH:28][CH:29]4[CH2:33][CH2:32][CH2:31][CH2:30]4)=[CH:19][CH:18]=3)[C:10]2=[O:37])[CH:5]=[CH:4][N:3]=1.C(N(CC)CC)C.[C:45](O[C:45]([O:47][C:48]([CH3:51])([CH3:50])[CH3:49])=[O:46])([O:47][C:48]([CH3:51])([CH3:50])[CH3:49])=[O:46]. (3) Given the product [CH3:11][O:10][C:8]1[CH:7]=[C:4]([C:5]#[N:6])[CH:3]=[C:2]([C:12]2[CH:17]=[CH:16][CH:15]=[CH:14][CH:13]=2)[CH:9]=1, predict the reactants needed to synthesize it. The reactants are: Br[C:2]1[CH:3]=[C:4]([CH:7]=[C:8]([O:10][CH3:11])[CH:9]=1)[C:5]#[N:6].[C:12]1(B(O)O)[CH:17]=[CH:16][CH:15]=[CH:14][CH:13]=1.C1(C)C=CC=CC=1. (4) The reactants are: [CH3:1][C:2]1[CH:3]=[C:4]([C:15]2[CH:16]=[N:17][N:18]([CH:20]([C:22]3[CH:30]=[CH:29][C:25]([C:26](O)=[O:27])=[CH:24][CH:23]=3)[CH3:21])[CH:19]=2)[CH:5]=[C:6]([NH:8][C:9]2[N:14]=[CH:13][CH:12]=[CH:11][N:10]=2)[CH:7]=1.[OH-].[NH4+:32]. Given the product [CH3:1][C:2]1[CH:3]=[C:4]([C:15]2[CH:16]=[N:17][N:18]([CH:20]([C:22]3[CH:30]=[CH:29][C:25]([C:26]([NH2:32])=[O:27])=[CH:24][CH:23]=3)[CH3:21])[CH:19]=2)[CH:5]=[C:6]([NH:8][C:9]2[N:10]=[CH:11][CH:12]=[CH:13][N:14]=2)[CH:7]=1, predict the reactants needed to synthesize it. (5) The reactants are: [CH3:1][O:2][C:3]([C:5]1[C:9]([NH:10][C:11](=[O:41])[C:12]2[CH:17]=[CH:16][CH:15]=[C:14]([CH2:18][N:19]3[C:24](=[O:25])[CH:23]=[CH:22][C:21]([C:26]4[CH:27]=[N:28][N:29]([CH2:31][CH2:32][NH:33]C(OC(C)(C)C)=O)[CH:30]=4)=[N:20]3)[CH:13]=2)=[CH:8][N:7]([CH3:42])[N:6]=1)=[O:4].Cl.O1CCOCC1. Given the product [CH3:1][O:2][C:3]([C:5]1[C:9]([NH:10][C:11](=[O:41])[C:12]2[CH:17]=[CH:16][CH:15]=[C:14]([CH2:18][N:19]3[C:24](=[O:25])[CH:23]=[CH:22][C:21]([C:26]4[CH:27]=[N:28][N:29]([CH2:31][CH2:32][NH2:33])[CH:30]=4)=[N:20]3)[CH:13]=2)=[CH:8][N:7]([CH3:42])[N:6]=1)=[O:4], predict the reactants needed to synthesize it.